This data is from Forward reaction prediction with 1.9M reactions from USPTO patents (1976-2016). The task is: Predict the product of the given reaction. (1) Given the reactants [H-].[Na+].[NH:3]1[CH:7]=[CH:6][CH:5]=[N:4]1.[F:8][C:9]1[CH:10]=[C:11]([C:16]2[CH2:20][CH:19]([CH2:21][N:22]3[CH:26]=[CH:25][N:24]=[N:23]3)[O:18][N:17]=2)[CH:12]=[CH:13][C:14]=1F, predict the reaction product. The product is: [F:8][C:9]1[CH:10]=[C:11]([C:16]2[CH2:20][CH:19]([CH2:21][N:22]3[CH:26]=[CH:25][N:24]=[N:23]3)[O:18][N:17]=2)[CH:12]=[CH:13][C:14]=1[N:3]1[CH:7]=[CH:6][CH:5]=[N:4]1. (2) Given the reactants [F:1][C:2]1[CH:3]=[C:4]([C@@H:9]2[CH2:14][CH2:13][N:12]([C:15]([O:17][C:18]([CH3:21])([CH3:20])[CH3:19])=[O:16])[CH2:11][C@H:10]2O)[CH:5]=[CH:6][C:7]=1[OH:8].CCN(S(F)(F)[F:29])CC, predict the reaction product. The product is: [F:29][C@H:10]1[C@H:9]([C:4]2[CH:5]=[CH:6][C:7]([OH:8])=[C:2]([F:1])[CH:3]=2)[CH2:14][CH2:13][N:12]([C:15]([O:17][C:18]([CH3:21])([CH3:20])[CH3:19])=[O:16])[CH2:11]1. (3) Given the reactants [Br:1][C:2]1[CH:3]=[CH:4][C:5]([CH:8]([CH2:12][CH2:13][CH2:14][Cl:15])[C:9]([OH:11])=O)=[N:6][CH:7]=1.CCN(CC)CC.C1CN([P+](Br)(N2CCCC2)N2CCCC2)CC1.F[P-](F)(F)(F)(F)F.[Br:47][C:48]1[CH:53]=[CH:52][C:51]([NH2:54])=[CH:50][CH:49]=1, predict the reaction product. The product is: [Br:47][C:48]1[CH:53]=[CH:52][C:51]([NH:54][C:9](=[O:11])[CH:8]([C:5]2[CH:4]=[CH:3][C:2]([Br:1])=[CH:7][N:6]=2)[CH2:12][CH2:13][CH2:14][Cl:15])=[CH:50][CH:49]=1. (4) The product is: [Cl:1][C:2]1[CH:10]=[CH:9][C:5]([C:6]([N:21]2[C:22]3[CH:28]=[CH:27][CH:26]=[CH:25][C:23]=3[CH2:24][N:18]3[CH:17]=[CH:16][CH:15]=[C:19]3[CH2:20]2)=[O:7])=[CH:4][C:3]=1[S:11]([NH2:12])(=[O:14])=[O:13]. Given the reactants [Cl:1][C:2]1[CH:10]=[CH:9][C:5]([C:6](Cl)=[O:7])=[CH:4][C:3]=1[S:11](=[O:14])(=[O:13])[NH2:12].[CH:15]1[CH:16]=[CH:17][N:18]2[CH2:24][C:23]3[CH:25]=[CH:26][CH:27]=[CH:28][C:22]=3[NH:21][CH2:20][C:19]=12.CN(C)C1C=CC=CC=1.O, predict the reaction product. (5) The product is: [CH3:48][O:47][C:46]1[CH:45]=[CH:44][C:43]([NH:49][C:50]([C:52]2[CH:57]=[CH:56][C:55]([C:58]3[CH:63]=[CH:62][CH:61]=[CH:60][CH:59]=3)=[CH:54][CH:53]=2)=[O:51])=[CH:42][C:41]=1[NH:40][C:38](=[O:39])[CH2:37][N:69]1[CH2:70][CH2:71][CH:66]([O:65][CH3:64])[CH2:67][CH2:68]1. Given the reactants COC1C=CC(NC(C2C=CC(C3C=CC=CC=3)=CC=2)=O)=CC=1NC(=O)CN1CC2OC(CC2)C1.Cl[CH2:37][C:38]([NH:40][C:41]1[CH:42]=[C:43]([NH:49][C:50]([C:52]2[CH:57]=[CH:56][C:55]([C:58]3[CH:63]=[CH:62][CH:61]=[CH:60][CH:59]=3)=[CH:54][CH:53]=2)=[O:51])[CH:44]=[CH:45][C:46]=1[O:47][CH3:48])=[O:39].[CH3:64][O:65][CH:66]1[CH2:71][CH2:70][NH:69][CH2:68][CH2:67]1.C(N(CC)CC)C, predict the reaction product.